The task is: Regression. Given two drug SMILES strings and cell line genomic features, predict the synergy score measuring deviation from expected non-interaction effect.. This data is from NCI-60 drug combinations with 297,098 pairs across 59 cell lines. Drug 1: C1=CC(=C2C(=C1NCCNCCO)C(=O)C3=C(C=CC(=C3C2=O)O)O)NCCNCCO. Drug 2: CC(C)(C#N)C1=CC(=CC(=C1)CN2C=NC=N2)C(C)(C)C#N. Cell line: SK-MEL-28. Synergy scores: CSS=38.7, Synergy_ZIP=-1.30, Synergy_Bliss=-1.98, Synergy_Loewe=-12.8, Synergy_HSA=-1.64.